From a dataset of Forward reaction prediction with 1.9M reactions from USPTO patents (1976-2016). Predict the product of the given reaction. (1) Given the reactants Br[C:2]1[CH:7]=[CH:6][CH:5]=[CH:4][C:3]=1[C:8]1([C:11]([O:13][CH3:14])=[O:12])[CH2:10][CH2:9]1.F[B-](F)(F)F.[C:20]([Si:22]([CH3:25])([CH3:24])[CH3:23])#[CH:21].CCN(CC)CC, predict the reaction product. The product is: [CH3:23][Si:22]([C:20]#[C:21][C:2]1[CH:7]=[CH:6][CH:5]=[CH:4][C:3]=1[C:8]1([C:11]([O:13][CH3:14])=[O:12])[CH2:10][CH2:9]1)([CH3:25])[CH3:24]. (2) The product is: [C:16]([O:15][C:13]([N:8]1[CH2:9][C@@H:10]([CH3:12])[CH2:11][C@H:7]1[C:4]1[NH:5][C:6]2[CH:57]=[CH:58][C:48]([C:45]3[CH:46]=[CH:47][C:42]([C:40]#[C:41][C:35]4[N:34]=[C:33]([C@@H:23]5[CH2:22][C@H:21]([CH3:20])[CH2:25][N:24]5[C:26]([O:28][C:29]([CH3:32])([CH3:30])[CH3:31])=[O:27])[NH:37][CH:36]=4)=[CH:43][CH:44]=3)=[CH:49][C:2]=2[N:3]=1)=[O:14])([CH3:19])([CH3:18])[CH3:17]. Given the reactants I[C:2]1[N:3]=[C:4]([C@@H:7]2[CH2:11][C@H:10]([CH3:12])[CH2:9][N:8]2[C:13]([O:15][C:16]([CH3:19])([CH3:18])[CH3:17])=[O:14])[NH:5][CH:6]=1.[CH3:20][C@@H:21]1[CH2:25][N:24]([C:26]([O:28][C:29]([CH3:32])([CH3:31])[CH3:30])=[O:27])[C@H:23]([C:33]2[NH:37][C:36]3C=C[C:40]([C:42]4[CH:47]=[CH:46][C:45]([C:48]#[C:49][Si](C)(C)C)=[CH:44][CH:43]=4)=[CH:41][C:35]=3[N:34]=2)[CH2:22]1.C(Cl)Cl.[CH2:57]1CCN2C(=NCCC2)C[CH2:58]1.O, predict the reaction product.